This data is from NCI-60 drug combinations with 297,098 pairs across 59 cell lines. The task is: Regression. Given two drug SMILES strings and cell line genomic features, predict the synergy score measuring deviation from expected non-interaction effect. (1) Drug 1: CC12CCC(CC1=CCC3C2CCC4(C3CC=C4C5=CN=CC=C5)C)O. Drug 2: CNC(=O)C1=CC=CC=C1SC2=CC3=C(C=C2)C(=NN3)C=CC4=CC=CC=N4. Cell line: SW-620. Synergy scores: CSS=5.44, Synergy_ZIP=-0.871, Synergy_Bliss=4.75, Synergy_Loewe=0.910, Synergy_HSA=1.89. (2) Drug 1: CC1C(C(CC(O1)OC2CC(CC3=C2C(=C4C(=C3O)C(=O)C5=C(C4=O)C(=CC=C5)OC)O)(C(=O)CO)O)N)O.Cl. Drug 2: CN(C)C1=NC(=NC(=N1)N(C)C)N(C)C. Synergy scores: CSS=0.496, Synergy_ZIP=0.370, Synergy_Bliss=-0.0952, Synergy_Loewe=-0.557, Synergy_HSA=-0.423. Cell line: IGROV1. (3) Drug 1: CCC(=C(C1=CC=CC=C1)C2=CC=C(C=C2)OCCN(C)C)C3=CC=CC=C3.C(C(=O)O)C(CC(=O)O)(C(=O)O)O. Drug 2: C1CN(CCN1C(=O)CCBr)C(=O)CCBr. Cell line: NCI-H522. Synergy scores: CSS=25.4, Synergy_ZIP=1.27, Synergy_Bliss=1.50, Synergy_Loewe=-3.97, Synergy_HSA=-0.0633. (4) Drug 1: COC1=C(C=C2C(=C1)N=CN=C2NC3=CC(=C(C=C3)F)Cl)OCCCN4CCOCC4. Drug 2: B(C(CC(C)C)NC(=O)C(CC1=CC=CC=C1)NC(=O)C2=NC=CN=C2)(O)O. Cell line: OVCAR-4. Synergy scores: CSS=20.9, Synergy_ZIP=4.94, Synergy_Bliss=0.870, Synergy_Loewe=1.52, Synergy_HSA=1.16. (5) Drug 1: C1C(C(OC1N2C=NC3=C(N=C(N=C32)Cl)N)CO)O. Drug 2: CC12CCC3C(C1CCC2OP(=O)(O)O)CCC4=C3C=CC(=C4)OC(=O)N(CCCl)CCCl.[Na+]. Cell line: MALME-3M. Synergy scores: CSS=36.3, Synergy_ZIP=-11.9, Synergy_Bliss=-3.29, Synergy_Loewe=-25.1, Synergy_HSA=-2.82. (6) Drug 1: CC12CCC(CC1=CCC3C2CCC4(C3CC=C4C5=CN=CC=C5)C)O. Drug 2: CC1C(C(CC(O1)OC2CC(CC3=C2C(=C4C(=C3O)C(=O)C5=C(C4=O)C(=CC=C5)OC)O)(C(=O)C)O)N)O.Cl. Cell line: SW-620. Synergy scores: CSS=46.5, Synergy_ZIP=1.27, Synergy_Bliss=3.30, Synergy_Loewe=-18.8, Synergy_HSA=1.61. (7) Drug 1: C1=NC2=C(N=C(N=C2N1C3C(C(C(O3)CO)O)O)F)N. Drug 2: CS(=O)(=O)CCNCC1=CC=C(O1)C2=CC3=C(C=C2)N=CN=C3NC4=CC(=C(C=C4)OCC5=CC(=CC=C5)F)Cl. Cell line: NCI-H226. Synergy scores: CSS=-0.638, Synergy_ZIP=0.0215, Synergy_Bliss=0.747, Synergy_Loewe=-1.28, Synergy_HSA=-1.55. (8) Drug 1: COC1=C2C(=CC3=C1OC=C3)C=CC(=O)O2. Drug 2: CC(C)CN1C=NC2=C1C3=CC=CC=C3N=C2N. Cell line: A498. Synergy scores: CSS=-17.2, Synergy_ZIP=6.99, Synergy_Bliss=-2.63, Synergy_Loewe=-19.9, Synergy_HSA=-20.5.